From a dataset of Reaction yield outcomes from USPTO patents with 853,638 reactions. Predict the reaction yield, written as a fraction of the theoretical maximum amount of product (1.0 means a 100% yield; for example, 0.34 means a 34% yield). (1) The reactants are CCN(C(C)C)C(C)C.[NH2:10][CH2:11][CH2:12][CH2:13][N:14]1[C:23]2[CH:22]=[CH:21][CH:20]=[CH:19][C:18]=2[C:17]2[NH:24][N:25]=[C:26]([CH3:27])[C:16]=2[C:15]1=[O:28].[C:29](Cl)(=[O:34])[CH2:30][CH:31]([CH3:33])[CH3:32]. The catalyst is CN(C=O)C.C(Cl)Cl. The product is [CH3:32][CH:31]([CH3:33])[CH2:30][C:29]([NH:10][CH2:11][CH2:12][CH2:13][N:14]1[C:23]2[CH:22]=[CH:21][CH:20]=[CH:19][C:18]=2[C:17]2=[N:24][NH:25][C:26]([CH3:27])=[C:16]2[C:15]1=[O:28])=[O:34]. The yield is 0.656. (2) The reactants are [CH:1]1([N:6]2[C:14]3[CH:13]=[C:12]([C:15]4[CH2:16][C:17]([CH3:24])([CH3:23])[NH:18][C:19]([CH3:22])([CH3:21])[CH:20]=4)[CH:11]=[C:10]([C:25]([NH:27][CH2:28][C:29]4[C:30](=[O:37])[NH:31][C:32]([CH3:36])=[CH:33][C:34]=4[CH3:35])=[O:26])[C:9]=3[CH:8]=[N:7]2)[CH2:5][CH2:4][CH2:3][CH2:2]1. The catalyst is CO.[Pd]. The product is [CH:1]1([N:6]2[C:14]3[CH:13]=[C:12]([CH:15]4[CH2:16][C:17]([CH3:23])([CH3:24])[NH:18][C:19]([CH3:22])([CH3:21])[CH2:20]4)[CH:11]=[C:10]([C:25]([NH:27][CH2:28][C:29]4[C:30](=[O:37])[NH:31][C:32]([CH3:36])=[CH:33][C:34]=4[CH3:35])=[O:26])[C:9]=3[CH:8]=[N:7]2)[CH2:2][CH2:3][CH2:4][CH2:5]1. The yield is 0.664. (3) The reactants are [F:1][C:2]([F:40])([F:39])[C:3]1[CH:4]=[C:5]([CH:32]=[C:33]([C:35]([F:38])([F:37])[F:36])[CH:34]=1)[CH2:6][N:7]([CH2:14][C:15]1[CH:20]=[C:19]([C:21]([F:24])([F:23])[F:22])[CH:18]=[CH:17][C:16]=1[C:25]([CH:28]1[CH2:31][CH2:30][CH2:29]1)([OH:27])[CH3:26])[C:8]1[N:9]=[N:10][N:11]([CH3:13])[N:12]=1.[H-].[Na+].I[CH3:44]. The catalyst is O1CCCC1. The product is [CH:28]1([C:25]([C:16]2[CH:17]=[CH:18][C:19]([C:21]([F:24])([F:23])[F:22])=[CH:20][C:15]=2[CH2:14][N:7]([CH2:6][C:5]2[CH:4]=[C:3]([C:2]([F:1])([F:39])[F:40])[CH:34]=[C:33]([C:35]([F:36])([F:37])[F:38])[CH:32]=2)[C:8]2[N:9]=[N:10][N:11]([CH3:13])[N:12]=2)([O:27][CH3:44])[CH3:26])[CH2:31][CH2:30][CH2:29]1. The yield is 0.800. (4) The reactants are C(O[C:6](=O)[N:7]([CH2:9][CH2:10][O:11][NH:12][C:13]([C:15]1[CH:20]=[CH:19][C:18]([F:21])=[C:17]([F:22])[C:16]=1[NH:23][C:24]1[CH:29]=[CH:28][C:27]([I:30])=[CH:26][C:25]=1[F:31])=[O:14])C)(C)(C)C.[ClH:33]. No catalyst specified. The product is [ClH:33].[F:22][C:17]1[C:16]([NH:23][C:24]2[CH:29]=[CH:28][C:27]([I:30])=[CH:26][C:25]=2[F:31])=[C:15]([CH:20]=[CH:19][C:18]=1[F:21])[C:13]([NH:12][O:11][CH2:10][CH2:9][NH:7][CH3:6])=[O:14]. The yield is 0.850.